From a dataset of Reaction yield outcomes from USPTO patents with 853,638 reactions. Predict the reaction yield, written as a fraction of the theoretical maximum amount of product (1.0 means a 100% yield; for example, 0.34 means a 34% yield). The reactants are [F:1][C:2]([F:13])([F:12])[C:3]1[CH:11]=[CH:10][C:6]([C:7](Cl)=[O:8])=[CH:5][CH:4]=1.[N:14]1[CH:19]=[CH:18][C:17]([C:20]2[C:21]([C:33]3[CH:34]=[C:35]([CH:38]=[CH:39][CH:40]=3)[CH2:36][NH2:37])=[N:22][N:23]([CH2:25][O:26][CH2:27][CH2:28][Si:29]([CH3:32])([CH3:31])[CH3:30])[CH:24]=2)=[CH:16][CH:15]=1.C(N(CC)CC)C. The catalyst is C(Cl)Cl. The product is [N:14]1[CH:15]=[CH:16][C:17]([C:20]2[C:21]([C:33]3[CH:34]=[C:35]([CH:38]=[CH:39][CH:40]=3)[CH2:36][NH:37][C:7](=[O:8])[C:6]3[CH:10]=[CH:11][C:3]([C:2]([F:13])([F:12])[F:1])=[CH:4][CH:5]=3)=[N:22][N:23]([CH2:25][O:26][CH2:27][CH2:28][Si:29]([CH3:32])([CH3:30])[CH3:31])[CH:24]=2)=[CH:18][CH:19]=1. The yield is 0.760.